Task: Predict the reaction yield, written as a fraction of the theoretical maximum amount of product (1.0 means a 100% yield; for example, 0.34 means a 34% yield).. Dataset: Reaction yield outcomes from USPTO patents with 853,638 reactions The reactants are Cl.[N:2]1[CH:7]=[CH:6][C:5]([CH2:8][SH:9])=[CH:4][CH:3]=1.C(=O)([O-])[O-].[K+].[K+].Cl[C:17]1[C:22]([C:23]([NH:25][C:26]2[CH:31]=[CH:30][C:29]([S:32]([C:35]([F:38])([F:37])[F:36])(=[O:34])=[O:33])=[CH:28][CH:27]=2)=[O:24])=[CH:21][CH:20]=[CH:19][N:18]=1. The catalyst is C(O)C.C(OCC)(=O)C. The product is [N:2]1[CH:7]=[CH:6][C:5]([CH2:8][S:9][C:17]2[C:22]([C:23]([NH:25][C:26]3[CH:27]=[CH:28][C:29]([S:32]([C:35]([F:38])([F:36])[F:37])(=[O:34])=[O:33])=[CH:30][CH:31]=3)=[O:24])=[CH:21][CH:20]=[CH:19][N:18]=2)=[CH:4][CH:3]=1. The yield is 0.370.